Dataset: Catalyst prediction with 721,799 reactions and 888 catalyst types from USPTO. Task: Predict which catalyst facilitates the given reaction. (1) Reactant: [CH3:1][S:2][C:3]1[CH:4]=[CH:5][C:6]([N+:10]([O-])=O)=[C:7]([CH:9]=1)[NH2:8].O.O.[Sn](Cl)Cl. Product: [CH3:1][S:2][C:3]1[CH:9]=[C:7]([NH2:8])[C:6]([NH2:10])=[CH:5][CH:4]=1. The catalyst class is: 8. (2) Reactant: O=[C:2]([CH:8]([NH:10][C:11](=[O:22])[C:12]1[CH:17]=[CH:16][CH:15]=[C:14]([C:18]([F:21])([F:20])[F:19])[CH:13]=1)[CH3:9])[C:3](OCC)=[O:4].C(=O)(O)O.[NH2:27][NH:28][C:29]([NH2:31])=[NH:30]. Product: [NH2:30][C:29]1[NH:31][C:3](=[O:4])[C:2]([CH:8]([NH:10][C:11](=[O:22])[C:12]2[CH:17]=[CH:16][CH:15]=[C:14]([C:18]([F:21])([F:20])[F:19])[CH:13]=2)[CH3:9])=[N:27][N:28]=1. The catalyst class is: 14. (3) Reactant: [C:1]1([NH:7][C:8](=[O:25])[CH:9]=[C:10]([S:18][C:19]2[CH:24]=[CH:23][CH:22]=[CH:21][CH:20]=2)[S:11][C:12]2[CH:17]=[CH:16][CH:15]=[CH:14][CH:13]=2)[CH:6]=[CH:5][CH:4]=[CH:3][CH:2]=1.C1(S)C=CC=CC=1.C(N(CC)CC)C. Product: [C:1]1([NH:7][C:8](=[O:25])[CH2:9][CH:10]([S:18][C:19]2[CH:24]=[CH:23][CH:22]=[CH:21][CH:20]=2)[S:11][C:12]2[CH:13]=[CH:14][CH:15]=[CH:16][CH:17]=2)[CH:6]=[CH:5][CH:4]=[CH:3][CH:2]=1. The catalyst class is: 13. (4) Reactant: C([O:3][C:4](=[O:33])[CH2:5][N:6]1[C:14]2[C:9](=[CH:10][CH:11]=[C:12]([CH2:15][O:16][C:17]3[CH:22]=[CH:21][C:20]([C:23]4[CH:28]=[C:27]([F:29])[C:26]([F:30])=[CH:25][C:24]=4[O:31][CH3:32])=[CH:19][CH:18]=3)[CH:13]=2)[CH:8]=[N:7]1)C.O.[OH-].[Li+].CCOC(C)=O.Cl. Product: [F:30][C:26]1[C:27]([F:29])=[CH:28][C:23]([C:20]2[CH:19]=[CH:18][C:17]([O:16][CH2:15][C:12]3[CH:13]=[C:14]4[C:9]([CH:8]=[N:7][N:6]4[CH2:5][C:4]([OH:33])=[O:3])=[CH:10][CH:11]=3)=[CH:22][CH:21]=2)=[C:24]([O:31][CH3:32])[CH:25]=1. The catalyst class is: 20. (5) Reactant: [CH2:1]([O:3][C:4](=[O:15])[CH2:5][CH2:6][C:7]1[CH:12]=[CH:11][CH:10]=[C:9]([NH:13][NH2:14])[CH:8]=1)[CH3:2].[CH3:16][C:17]([CH3:24])([CH3:23])[C:18](=O)[CH2:19][C:20]#[N:21]. Product: [CH2:1]([O:3][C:4](=[O:15])[CH2:5][CH2:6][C:7]1[CH:12]=[CH:11][CH:10]=[C:9]([N:13]2[C:20]([NH2:21])=[CH:19][C:18]([C:17]([CH3:24])([CH3:23])[CH3:16])=[N:14]2)[CH:8]=1)[CH3:2]. The catalyst class is: 8.